From a dataset of Peptide-MHC class I binding affinity with 185,985 pairs from IEDB/IMGT. Regression. Given a peptide amino acid sequence and an MHC pseudo amino acid sequence, predict their binding affinity value. This is MHC class I binding data. (1) The peptide sequence is IEAKINVAD. The MHC is HLA-A68:02 with pseudo-sequence HLA-A68:02. The binding affinity (normalized) is 0.0847. (2) The peptide sequence is KVALYRRIQR. The MHC is HLA-B54:01 with pseudo-sequence HLA-B54:01. The binding affinity (normalized) is 0. (3) The binding affinity (normalized) is 0.0847. The MHC is HLA-B15:01 with pseudo-sequence HLA-B15:01. The peptide sequence is RRSLLAHVR. (4) The peptide sequence is YELDLWGKI. The MHC is HLA-A26:02 with pseudo-sequence HLA-A26:02. The binding affinity (normalized) is 0.0847.